Regression. Given two drug SMILES strings and cell line genomic features, predict the synergy score measuring deviation from expected non-interaction effect. From a dataset of NCI-60 drug combinations with 297,098 pairs across 59 cell lines. Synergy scores: CSS=30.4, Synergy_ZIP=-11.2, Synergy_Bliss=-6.43, Synergy_Loewe=-5.70, Synergy_HSA=-5.49. Drug 2: C#CCC(CC1=CN=C2C(=N1)C(=NC(=N2)N)N)C3=CC=C(C=C3)C(=O)NC(CCC(=O)O)C(=O)O. Drug 1: C1=C(C(=O)NC(=O)N1)N(CCCl)CCCl. Cell line: SN12C.